Dataset: Forward reaction prediction with 1.9M reactions from USPTO patents (1976-2016). Task: Predict the product of the given reaction. (1) Given the reactants [C:1]1([NH:7][C:8]2[CH:17]=[CH:16][C:11]([C:12]([O:14]C)=[O:13])=[CH:10][CH:9]=2)[CH:6]=[CH:5][CH:4]=[CH:3][CH:2]=1.[OH-].[Na+], predict the reaction product. The product is: [C:1]1([NH:7][C:8]2[CH:17]=[CH:16][C:11]([C:12]([OH:14])=[O:13])=[CH:10][CH:9]=2)[CH:2]=[CH:3][CH:4]=[CH:5][CH:6]=1. (2) Given the reactants [CH:1]1([C:4]2[N:5]=[CH:6][C:7]([O:10][C@H:11]3[CH2:19][N:14]4[CH2:15][CH2:16][NH:17][CH2:18][C@@H:13]4[CH2:12]3)=[N:8][CH:9]=2)[CH2:3][CH2:2]1.[C:20]([C:24]1[CH:25]=[C:26]([S:32](Cl)(=[O:34])=[O:33])[CH:27]=[CH:28][C:29]=1[O:30][CH3:31])([CH3:23])([CH3:22])[CH3:21].C(N(C(C)C)CC)(C)C.O, predict the reaction product. The product is: [C:20]([C:24]1[CH:25]=[C:26]([S:32]([N:17]2[CH2:16][CH2:15][N:14]3[CH2:19][C@H:11]([O:10][C:7]4[CH:6]=[N:5][C:4]([CH:1]5[CH2:3][CH2:2]5)=[CH:9][N:8]=4)[CH2:12][C@H:13]3[CH2:18]2)(=[O:34])=[O:33])[CH:27]=[CH:28][C:29]=1[O:30][CH3:31])([CH3:23])([CH3:21])[CH3:22]. (3) Given the reactants C1C=C(Cl)C=C(C(OO)=[O:9])C=1.[N:12]1([C:17]([O:19][C:20]([CH3:23])([CH3:22])[CH3:21])=[O:18])[CH2:16][CH:15]=[CH:14][CH2:13]1, predict the reaction product. The product is: [O:9]1[CH:15]2[CH:14]1[CH2:13][N:12]([C:17]([O:19][C:20]([CH3:23])([CH3:22])[CH3:21])=[O:18])[CH2:16]2. (4) Given the reactants [CH3:1][C:2]1([CH3:10])[CH2:9][C:7](=[O:8])[CH2:6][C:4](=[O:5])[CH2:3]1.CCN(C(C)C)C(C)C.[C:20](OC(=O)C)(=[O:22])[CH3:21], predict the reaction product. The product is: [C:20]([CH:6]1[C:4](=[O:5])[CH2:3][C:2]([CH3:10])([CH3:1])[CH2:9][C:7]1=[O:8])(=[O:22])[CH3:21].